This data is from Full USPTO retrosynthesis dataset with 1.9M reactions from patents (1976-2016). The task is: Predict the reactants needed to synthesize the given product. (1) Given the product [Cl:1][C:2]1[CH:3]=[CH:4][C:5]([CH:8]2[CH2:13][CH2:12][N:11]([C:14](=[O:35])[CH2:15][CH2:16][C:17]([C:19]3[CH:28]=[C:27]4[C:22]([CH2:23][CH2:24][NH:25][CH2:26]4)=[CH:21][CH:20]=3)=[O:18])[CH2:10][CH2:9]2)=[CH:6][CH:7]=1, predict the reactants needed to synthesize it. The reactants are: [Cl:1][C:2]1[CH:7]=[CH:6][C:5]([CH:8]2[CH2:13][CH2:12][N:11]([C:14](=[O:35])[CH2:15][CH2:16][C:17]([C:19]3[CH:28]=[C:27]4[C:22]([CH2:23][CH2:24][N:25](C(=O)C(F)(F)F)[CH2:26]4)=[CH:21][CH:20]=3)=[O:18])[CH2:10][CH2:9]2)=[CH:4][CH:3]=1.C(=O)([O-])[O-].[K+].[K+].O. (2) Given the product [F:13][C:14]1[CH:19]=[CH:18][C:17]([C:20]2[O:24][C:23]([CH:25]3[CH2:26][CH2:27][N:28]([C:5](=[O:11])[N:49]([OH:50])[CH3:48])[CH2:29][CH2:30]3)=[N:22][C:21]=2[C:31]2[CH:32]=[CH:33][C:34]([O:37][CH3:38])=[CH:35][CH:36]=2)=[CH:16][CH:15]=1, predict the reactants needed to synthesize it. The reactants are: ClC(Cl)(O[C:5](=[O:11])OC(Cl)(Cl)Cl)Cl.[F:13][C:14]1[CH:19]=[CH:18][C:17]([C:20]2[O:24][C:23]([CH:25]3[CH2:30][CH2:29][NH:28][CH2:27][CH2:26]3)=[N:22][C:21]=2[C:31]2[CH:36]=[CH:35][C:34]([O:37][CH3:38])=[CH:33][CH:32]=2)=[CH:16][CH:15]=1.C(N(CC)CC)C.Cl.Cl.[CH3:48][NH:49][OH:50]. (3) Given the product [N:1]1[CH:6]=[CH:5][CH:4]=[CH:3][C:2]=1[O:7][CH:8]([C:10]1[CH:19]=[CH:18][C:13]([C:14]([OH:16])=[O:15])=[CH:12][CH:11]=1)[CH3:9], predict the reactants needed to synthesize it. The reactants are: [N:1]1[CH:6]=[CH:5][CH:4]=[CH:3][C:2]=1[O:7][CH:8]([C:10]1[CH:19]=[CH:18][C:13]([C:14]([O:16]C)=[O:15])=[CH:12][CH:11]=1)[CH3:9].O.[OH-].[Li+].O.CO. (4) Given the product [O:1]=[C:2]1[N:7]([C:8]2[CH:13]=[CH:12][CH:11]=[CH:10][CH:9]=2)[CH:6]=[C:5]([C:14]([NH2:25])=[O:15])[C:4]([O:18][C:19]2[CH:24]=[CH:23][CH:22]=[CH:21][CH:20]=2)=[CH:3]1, predict the reactants needed to synthesize it. The reactants are: [O:1]=[C:2]1[N:7]([C:8]2[CH:13]=[CH:12][CH:11]=[CH:10][CH:9]=2)[CH:6]=[C:5]([C:14](OC)=[O:15])[C:4]([O:18][C:19]2[CH:24]=[CH:23][CH:22]=[CH:21][CH:20]=2)=[CH:3]1.[NH3:25]. (5) The reactants are: [C:9](O[C:9]([O:11][C:12]([CH3:15])([CH3:14])[CH3:13])=[O:10])([O:11][C:12]([CH3:15])([CH3:14])[CH3:13])=[O:10].[C:16]([NH:23][C@H:24]([CH2:28][NH2:29])[C:25]([OH:27])=[O:26])([O:18][C:19]([CH3:22])([CH3:21])[CH3:20])=[O:17].C(N(CC)CC)C.O. Given the product [C:19]([O:18][C:16]([NH:23][C@H:24]([CH2:28][NH:29][C:9]([O:11][C:12]([CH3:13])([CH3:14])[CH3:15])=[O:10])[C:25]([OH:27])=[O:26])=[O:17])([CH3:22])([CH3:21])[CH3:20], predict the reactants needed to synthesize it. (6) Given the product [Br:1][C:2]1[CH:3]=[N:4][C:5]2[N:6]([N:8]=[C:9]([C:11]([N:20]3[CH2:19][CH2:18][N:17]4[C:21]([CH3:24])=[CH:22][CH:23]=[C:16]4[CH:15]3[CH3:14])=[O:13])[CH:10]=2)[CH:7]=1, predict the reactants needed to synthesize it. The reactants are: [Br:1][C:2]1[CH:3]=[N:4][C:5]2[N:6]([N:8]=[C:9]([C:11]([OH:13])=O)[CH:10]=2)[CH:7]=1.[CH3:14][CH:15]1[NH:20][CH2:19][CH2:18][N:17]2[C:21]([CH3:24])=[CH:22][CH:23]=[C:16]12.